This data is from Catalyst prediction with 721,799 reactions and 888 catalyst types from USPTO. The task is: Predict which catalyst facilitates the given reaction. (1) Reactant: C1CCC(N=C=NC2CCCCC2)CC1.[CH:16](O)=[O:17].Cl.[CH3:20][O:21][C:22](=[O:26])[C@H:23]([CH3:25])[NH2:24].CN1CCOCC1.C1CCC(N=C=NC2CCCCC2)CC1.C(O)=O. Product: [CH3:20][O:21][C:22](=[O:26])[C@H:23]([CH3:25])[NH:24][CH:16]=[O:17]. The catalyst class is: 154. (2) Reactant: [C:1]([O:5][C:6]([N:8]1[CH2:12][CH2:11][CH2:10][C@H:9]1[CH2:13]CN)=[O:7])([CH3:4])([CH3:3])[CH3:2].C([N:18](CC)CC)C.[F:23][C:24]([F:35])([F:34])[C:25](O[C:25](=[O:26])[C:24]([F:35])([F:34])[F:23])=[O:26]. Product: [C:1]([O:5][C:6]([N:8]1[CH2:12][CH2:11][CH2:10][C@H:9]1[CH2:13][NH:18][C:25](=[O:26])[C:24]([F:35])([F:34])[F:23])=[O:7])([CH3:2])([CH3:3])[CH3:4]. The catalyst class is: 4. (3) Product: [CH:28]([C:2]1[C:12]2[N:11]3[CH2:13][CH2:14][CH2:15][C@@H:16]([NH:17][C:18](=[O:23])[C:19]([F:22])([F:21])[F:20])[C@H:10]3[C:9]3[CH:24]=[CH:25][CH:26]=[CH:27][C:8]=3[O:7][C:6]=2[CH:5]=[CH:4][CH:3]=1)=[CH2:29]. Reactant: Br[C:2]1[C:12]2[N:11]3[CH2:13][CH2:14][CH2:15][C@@H:16]([NH:17][C:18](=[O:23])[C:19]([F:22])([F:21])[F:20])[C@H:10]3[C:9]3[CH:24]=[CH:25][CH:26]=[CH:27][C:8]=3[O:7][C:6]=2[CH:5]=[CH:4][CH:3]=1.[CH:28]([Sn](CCCC)(CCCC)CCCC)=[CH2:29].O. The catalyst class is: 747. (4) Product: [C:26]([N:15]1[CH2:16][CH2:17][CH:12]([NH:11][C:8]2[C:9](=[O:10])[N:5]([C:1]([CH3:4])([CH3:2])[CH3:3])[S:6](=[O:25])(=[O:24])[C:7]=2[C:18]2[CH:19]=[CH:20][CH:21]=[CH:22][CH:23]=2)[CH2:13][CH2:14]1)(=[O:33])[C:27]1[CH:32]=[CH:31][CH:30]=[CH:29][CH:28]=1. The catalyst class is: 1. Reactant: [C:1]([N:5]1[C:9](=[O:10])[C:8]([NH:11][CH:12]2[CH2:17][CH2:16][NH:15][CH2:14][CH2:13]2)=[C:7]([C:18]2[CH:23]=[CH:22][CH:21]=[CH:20][CH:19]=2)[S:6]1(=[O:25])=[O:24])([CH3:4])([CH3:3])[CH3:2].[C:26](O)(=[O:33])[C:27]1[CH:32]=[CH:31][CH:30]=[CH:29][CH:28]=1.C(Cl)CCl.C1C=CC2N(O)N=NC=2C=1. (5) Reactant: C[C:2]1[N:3]=[CH:4][C:5]([C:8](O)=O)=[N:6][CH:7]=1.C([N:13]([CH2:16]C)CC)C.C1(P(N=[N+]=[N-])(C2C=CC=CC=2)=[O:25])C=CC=CC=1.[CH3:35][C:36]([OH:39])([CH3:38])[CH3:37]. Product: [C:36]([O:39][C:16](=[O:25])[NH:13][C:2]1[CH:7]=[N:6][C:5]([CH3:8])=[CH:4][N:3]=1)([CH3:38])([CH3:37])[CH3:35]. The catalyst class is: 260. (6) Reactant: C(OC(N[C@H](C=O)CC1C=CC=CC=1)=O)(C)(C)C.[CH3:19][O:20][C:21](=[O:33])[C@@H:22]([OH:32])[C@@H:23]([NH2:31])[CH2:24][C:25]1[CH:30]=[CH:29][CH:28]=[CH:27][CH:26]=1. The catalyst class is: 98. Product: [CH3:19][O:20][C:21](=[O:33])[C@H:22]([OH:32])[C@@H:23]([NH2:31])[CH2:24][C:25]1[CH:30]=[CH:29][CH:28]=[CH:27][CH:26]=1.